From a dataset of Reaction yield outcomes from USPTO patents with 853,638 reactions. Predict the reaction yield, written as a fraction of the theoretical maximum amount of product (1.0 means a 100% yield; for example, 0.34 means a 34% yield). (1) The reactants are C(N(CC)CC)C.[NH2:8][C:9]1[C:10]([C:19]([OH:21])=[O:20])=[CH:11][C:12]2[C:17]([CH:18]=1)=[CH:16][CH:15]=[CH:14][CH:13]=2.[Cl:22][C:23]1[CH:28]=[CH:27][CH:26]=[C:25]([Cl:29])[C:24]=1[N:30]=[C:31]=[O:32].Cl. The catalyst is CN(C=O)C. The product is [Cl:22][C:23]1[CH:28]=[CH:27][CH:26]=[C:25]([Cl:29])[C:24]=1[NH:30][C:31]([NH:8][C:9]1[C:10]([C:19]([OH:21])=[O:20])=[CH:11][C:12]2[C:17]([CH:18]=1)=[CH:16][CH:15]=[CH:14][CH:13]=2)=[O:32]. The yield is 0.750. (2) The reactants are [Si:1]([O:8][C@H:9]1[CH2:13][CH2:12][N:11]([CH2:14][C:15]2[CH:20]=[CH:19][C:18]([C:21]3[S:29][C:28]4[C:23](=[N:24][CH:25]=[CH:26][C:27]=4Cl)[CH:22]=3)=[CH:17][CH:16]=2)[CH2:10]1)([C:4]([CH3:7])([CH3:6])[CH3:5])([CH3:3])[CH3:2].[F:31][C:32]1[CH:37]=[C:36]([N+:38]([O-:40])=[O:39])[CH:35]=[CH:34][C:33]=1[OH:41].C(=O)([O-])[O-].[K+].[K+].CO.CCOC(C)=O. The catalyst is O(C1C=CC=CC=1)C1C=CC=CC=1.C(Cl)Cl. The product is [Si:1]([O:8][C@H:9]1[CH2:13][CH2:12][N:11]([CH2:14][C:15]2[CH:20]=[CH:19][C:18]([C:21]3[S:29][C:28]4[C:23](=[N:24][CH:25]=[CH:26][C:27]=4[O:41][C:33]4[CH:34]=[CH:35][C:36]([N+:38]([O-:40])=[O:39])=[CH:37][C:32]=4[F:31])[CH:22]=3)=[CH:17][CH:16]=2)[CH2:10]1)([C:4]([CH3:7])([CH3:6])[CH3:5])([CH3:3])[CH3:2]. The yield is 0.300.